This data is from Full USPTO retrosynthesis dataset with 1.9M reactions from patents (1976-2016). The task is: Predict the reactants needed to synthesize the given product. (1) The reactants are: [OH-].[CH2:2]([N+:4]([CH2:10][CH3:11])([CH2:6][CH2:7][O:8][CH3:9])[CH3:5])[CH3:3].[CH3:12][O:13][CH2:14][C:15]([OH:17])=[O:16]. Given the product [CH3:12][O:13][CH2:14][C:15]([O-:17])=[O:16].[CH2:2]([N+:4]([CH2:10][CH3:11])([CH2:6][CH2:7][O:8][CH3:9])[CH3:5])[CH3:3], predict the reactants needed to synthesize it. (2) Given the product [CH3:25][N:23]([CH3:24])[C:20]1[CH:21]=[CH:22][C:13]([C:11]2[S:12][C:2]3[C:3](=[O:9])[CH2:4][CH2:5][CH2:6][C:7]=3[N:10]=2)=[C:14]([CH:19]=1)[C:15]([O:17][CH3:18])=[O:16], predict the reactants needed to synthesize it. The reactants are: Br[CH:2]1[C:7](=O)[CH2:6][CH2:5][CH2:4][C:3]1=[O:9].[NH2:10][C:11]([C:13]1[CH:22]=[CH:21][C:20]([N:23]([CH3:25])[CH3:24])=[CH:19][C:14]=1[C:15]([O:17][CH3:18])=[O:16])=[S:12]. (3) The reactants are: [N+:1]([O-:4])(O)=[O:2].[CH3:5][C:6]1[CH:7]=[C:8]2[C:12](=[CH:13][CH:14]=1)[NH:11][C:10](=[O:15])[C:9]2=[O:16]. Given the product [CH3:5][C:6]1[CH:7]=[C:8]2[C:12](=[C:13]([N+:1]([O-:4])=[O:2])[CH:14]=1)[NH:11][C:10](=[O:15])[C:9]2=[O:16], predict the reactants needed to synthesize it. (4) Given the product [CH2:41]([C:38]1([C:35]2[CH:34]=[CH:33][C:32]([CH2:31][CH:20]([NH:21][S:22]([C:25]3[N:26]=[CH:27][N:28]([CH3:30])[CH:29]=3)(=[O:23])=[O:24])[C:16]3[N:15]=[C:14]([NH:13][CH2:45][C:46]([OH:48])=[O:47])[CH:19]=[CH:18][CH:17]=3)=[CH:37][CH:36]=2)[CH2:40][CH2:39]1)[CH2:42][CH2:43][CH3:44], predict the reactants needed to synthesize it. The reactants are: O1CCCC1.C(OC([N:13]([CH2:45][C:46]([O:48]C(C)(C)C)=[O:47])[C:14]1[CH:19]=[CH:18][CH:17]=[C:16]([CH:20]([CH2:31][C:32]2[CH:37]=[CH:36][C:35]([C:38]3([CH2:41][CH2:42][CH2:43][CH3:44])[CH2:40][CH2:39]3)=[CH:34][CH:33]=2)[NH:21][S:22]([C:25]2[N:26]=[CH:27][N:28]([CH3:30])[CH:29]=2)(=[O:24])=[O:23])[N:15]=1)=O)(C)(C)C.Cl. (5) Given the product [CH3:34][C:33]1[N:9]([C:5]2[CH:6]=[CH:7][CH:8]=[C:3]([C:2]([F:13])([F:14])[F:1])[CH:4]=2)[C:10](=[O:11])[NH:12][CH:21]([C:20]2[CH:23]=[CH:24][C:17]([C:15]#[N:16])=[CH:18][CH:19]=2)[C:32]=1[C:31]([N:25]1[CH2:30][CH2:29][O:28][CH2:27][CH2:26]1)=[O:36], predict the reactants needed to synthesize it. The reactants are: [F:1][C:2]([F:14])([F:13])[C:3]1[CH:4]=[C:5]([NH:9][C:10]([NH2:12])=[O:11])[CH:6]=[CH:7][CH:8]=1.[C:15]([C:17]1[CH:24]=[CH:23][C:20]([CH:21]=O)=[CH:19][CH:18]=1)#[N:16].[N:25]1([C:31](=[O:36])[CH2:32][C:33](=O)[CH3:34])[CH2:30][CH2:29][O:28][CH2:27][CH2:26]1. (6) Given the product [C:1]([O:5][C:6]([N:8]1[CH2:13][CH2:12][N:11]([C:17](=[O:18])[C:16]([C:15](=[O:19])[CH3:14])=[CH:32][C:31]2[CH:34]=[CH:35][C:36]([CH3:38])=[CH:37][C:30]=2[CH3:29])[CH2:10][CH2:9]1)=[O:7])([CH3:4])([CH3:2])[CH3:3], predict the reactants needed to synthesize it. The reactants are: [C:1]([O:5][C:6]([N:8]1[CH2:13][CH2:12][NH:11][CH2:10][CH2:9]1)=[O:7])([CH3:4])([CH3:3])[CH3:2].[CH2:14]=[C:15]1[O:19][C:17](=[O:18])[CH2:16]1.CN(C)C.C(=O)([O-])O.[Na+].[CH3:29][C:30]1[CH:37]=[C:36]([CH3:38])[CH:35]=[CH:34][C:31]=1[CH:32]=O.N1CCCCC1.C(O)(=O)C.